From a dataset of Reaction yield outcomes from USPTO patents with 853,638 reactions. Predict the reaction yield, written as a fraction of the theoretical maximum amount of product (1.0 means a 100% yield; for example, 0.34 means a 34% yield). (1) The reactants are C([Li])CCC.[NH:6]1[C:15]2[C:10](=[CH:11][CH:12]=[CH:13][CH:14]=2)[C:8]([CH3:9])=[CH:7]1.C(=O)=O.C([Li])(C)(C)C.[CH3:24][N:25]([CH3:40])[C:26]1([C:33]2[CH:38]=[CH:37][CH:36]=[C:35]([F:39])[CH:34]=2)[CH2:31][CH2:30][C:29](=[O:32])[CH2:28][CH2:27]1.[Cl-].[NH4+].Cl.C(=O)([O-])O.[Na+].[OH-].[Na+]. The catalyst is O1CCCC1. The product is [CH3:24][N:25]([CH3:40])[C:26]1([C:33]2[CH:38]=[CH:37][CH:36]=[C:35]([F:39])[CH:34]=2)[CH2:27][CH2:28][C:29]([C:7]2[NH:6][C:15]3[C:10]([C:8]=2[CH3:9])=[CH:11][CH:12]=[CH:13][CH:14]=3)([OH:32])[CH2:30][CH2:31]1. The yield is 0.350. (2) The reactants are [Br:1][C:2]1[CH:7]=[CH:6][C:5]([N:8]2[C:12](=[O:13])[NH:11][N:10]=[CH:9]2)=[C:4]([F:14])[CH:3]=1.[H-].[Na+].Br[CH2:18][CH2:19][N:20]([CH:28]([CH3:30])[CH3:29])[C:21](=[O:27])[O:22][C:23]([CH3:26])([CH3:25])[CH3:24]. The catalyst is CN(C)C=O. The product is [Br:1][C:2]1[CH:7]=[CH:6][C:5]([N:8]2[C:12](=[O:13])[N:11]([CH2:18][CH2:19][N:20]([CH:28]([CH3:29])[CH3:30])[C:21](=[O:27])[O:22][C:23]([CH3:25])([CH3:24])[CH3:26])[N:10]=[CH:9]2)=[C:4]([F:14])[CH:3]=1. The yield is 0.475. (3) The reactants are [CH3:1][C:2]1[N:3]=[C:4]([NH:11][C:12](=[S:20])OC2C=CC=CC=2)[C:5]([O:9][CH3:10])=[N:6][C:7]=1[CH3:8].[CH3:21][C:22]1[CH:23]=[C:24]([N:29]2[CH2:34][CH2:33][NH:32][CH2:31][CH2:30]2)[CH:25]=[C:26]([CH3:28])[CH:27]=1. No catalyst specified. The product is [CH3:1][C:2]1[N:3]=[C:4]([NH:11][C:12]([N:32]2[CH2:33][CH2:34][N:29]([C:24]3[CH:25]=[C:26]([CH3:28])[CH:27]=[C:22]([CH3:21])[CH:23]=3)[CH2:30][CH2:31]2)=[S:20])[C:5]([O:9][CH3:10])=[N:6][C:7]=1[CH3:8]. The yield is 0.684.